From a dataset of NCI-60 drug combinations with 297,098 pairs across 59 cell lines. Regression. Given two drug SMILES strings and cell line genomic features, predict the synergy score measuring deviation from expected non-interaction effect. (1) Drug 1: CC(CN1CC(=O)NC(=O)C1)N2CC(=O)NC(=O)C2. Drug 2: COC1=CC(=CC(=C1O)OC)C2C3C(COC3=O)C(C4=CC5=C(C=C24)OCO5)OC6C(C(C7C(O6)COC(O7)C8=CC=CS8)O)O. Cell line: K-562. Synergy scores: CSS=62.1, Synergy_ZIP=2.96, Synergy_Bliss=4.21, Synergy_Loewe=-2.44, Synergy_HSA=9.27. (2) Cell line: LOX IMVI. Drug 2: CS(=O)(=O)CCNCC1=CC=C(O1)C2=CC3=C(C=C2)N=CN=C3NC4=CC(=C(C=C4)OCC5=CC(=CC=C5)F)Cl. Drug 1: C1=CC(=CC=C1CC(C(=O)O)N)N(CCCl)CCCl.Cl. Synergy scores: CSS=7.69, Synergy_ZIP=-5.13, Synergy_Bliss=3.32, Synergy_Loewe=-4.45, Synergy_HSA=3.77. (3) Drug 1: CC1C(C(=O)NC(C(=O)N2CCCC2C(=O)N(CC(=O)N(C(C(=O)O1)C(C)C)C)C)C(C)C)NC(=O)C3=C4C(=C(C=C3)C)OC5=C(C(=O)C(=C(C5=N4)C(=O)NC6C(OC(=O)C(N(C(=O)CN(C(=O)C7CCCN7C(=O)C(NC6=O)C(C)C)C)C)C(C)C)C)N)C. Drug 2: C1C(C(OC1N2C=NC(=NC2=O)N)CO)O. Cell line: A498. Synergy scores: CSS=7.54, Synergy_ZIP=-4.61, Synergy_Bliss=-6.99, Synergy_Loewe=-14.8, Synergy_HSA=-6.62. (4) Drug 1: C1C(C(OC1N2C=C(C(=O)NC2=O)F)CO)O. Drug 2: CC(C)(C#N)C1=CC(=CC(=C1)CN2C=NC=N2)C(C)(C)C#N. Cell line: TK-10. Synergy scores: CSS=10.1, Synergy_ZIP=-2.09, Synergy_Bliss=1.35, Synergy_Loewe=-10.1, Synergy_HSA=-2.30. (5) Drug 1: CC1C(C(CC(O1)OC2CC(CC3=C2C(=C4C(=C3O)C(=O)C5=C(C4=O)C(=CC=C5)OC)O)(C(=O)CO)O)N)O.Cl. Drug 2: CC1C(C(CC(O1)OC2CC(CC3=C2C(=C4C(=C3O)C(=O)C5=CC=CC=C5C4=O)O)(C(=O)C)O)N)O. Cell line: SK-MEL-2. Synergy scores: CSS=56.0, Synergy_ZIP=3.42, Synergy_Bliss=6.70, Synergy_Loewe=0.142, Synergy_HSA=4.12. (6) Drug 1: CC1OCC2C(O1)C(C(C(O2)OC3C4COC(=O)C4C(C5=CC6=C(C=C35)OCO6)C7=CC(=C(C(=C7)OC)O)OC)O)O. Drug 2: C1=CC(=CC=C1CCCC(=O)O)N(CCCl)CCCl. Cell line: MCF7. Synergy scores: CSS=37.8, Synergy_ZIP=-8.62, Synergy_Bliss=-8.59, Synergy_Loewe=-5.12, Synergy_HSA=-2.44. (7) Drug 1: CC(C)NC(=O)C1=CC=C(C=C1)CNNC.Cl. Drug 2: C1CNP(=O)(OC1)N(CCCl)CCCl. Cell line: COLO 205. Synergy scores: CSS=-2.45, Synergy_ZIP=1.14, Synergy_Bliss=0.0228, Synergy_Loewe=-4.58, Synergy_HSA=-5.07. (8) Drug 1: CC(C)NC(=O)C1=CC=C(C=C1)CNNC.Cl. Drug 2: CC1C(C(CC(O1)OC2CC(CC3=C2C(=C4C(=C3O)C(=O)C5=C(C4=O)C(=CC=C5)OC)O)(C(=O)CO)O)N)O.Cl. Cell line: DU-145. Synergy scores: CSS=32.2, Synergy_ZIP=1.06, Synergy_Bliss=-0.369, Synergy_Loewe=-21.2, Synergy_HSA=-0.722. (9) Drug 2: C1CC(=O)NC(=O)C1N2C(=O)C3=CC=CC=C3C2=O. Cell line: LOX IMVI. Synergy scores: CSS=9.42, Synergy_ZIP=-1.44, Synergy_Bliss=1.57, Synergy_Loewe=-11.6, Synergy_HSA=0.818. Drug 1: C1=CC(=CC=C1CC(C(=O)O)N)N(CCCl)CCCl.Cl. (10) Drug 1: CCC1=C2CN3C(=CC4=C(C3=O)COC(=O)C4(CC)O)C2=NC5=C1C=C(C=C5)O. Drug 2: CC1CCC2CC(C(=CC=CC=CC(CC(C(=O)C(C(C(=CC(C(=O)CC(OC(=O)C3CCCCN3C(=O)C(=O)C1(O2)O)C(C)CC4CCC(C(C4)OC)OCCO)C)C)O)OC)C)C)C)OC. Cell line: HOP-92. Synergy scores: CSS=10.1, Synergy_ZIP=-3.87, Synergy_Bliss=0.620, Synergy_Loewe=-13.7, Synergy_HSA=-0.760.